This data is from Tox21: 12 toxicity assays (nuclear receptors and stress response pathways). The task is: Binary classification across 12 toxicity assays. (1) The drug is Oc1cc(Cl)cc(Cl)c1. It tested positive (active) for: SR-MMP (Mitochondrial Membrane Potential disruption). (2) The drug is CCCCC(O)c1ccccc1. It tested positive (active) for: NR-ER (Estrogen Receptor agonist activity). (3) The molecule is CN(C)CC/C=C1/c2ccccc2CSc2ccccc21. It tested positive (active) for: SR-p53 (p53 tumor suppressor activation). (4) The drug is ClCCN(CCCl)CCCl. It tested positive (active) for: SR-ARE (Antioxidant Response Element (oxidative stress)), and SR-p53 (p53 tumor suppressor activation). (5) The compound is COc1ccc(C(=O)c2cccc(O)c2)c(OC)c1. It tested positive (active) for: NR-AhR (Aryl hydrocarbon Receptor agonist activity), NR-ER (Estrogen Receptor agonist activity), NR-ER-LBD (Estrogen Receptor Ligand Binding Domain agonist), and SR-MMP (Mitochondrial Membrane Potential disruption). (6) It tested positive (active) for: NR-AR (Androgen Receptor agonist activity), and NR-AR-LBD (Androgen Receptor Ligand Binding Domain agonist). The molecule is CC(C)(CO)[C@@H](O)C(=O)NCCC(=O)[O-].CC(C)(CO)[C@@H](O)C(=O)NCCC(=O)[O-].